Regression. Given a peptide amino acid sequence and an MHC pseudo amino acid sequence, predict their binding affinity value. This is MHC class I binding data. From a dataset of Peptide-MHC class I binding affinity with 185,985 pairs from IEDB/IMGT. The peptide sequence is LTNLLSSNL. The MHC is Patr-B0101 with pseudo-sequence Patr-B0101. The binding affinity (normalized) is 0.575.